Dataset: Forward reaction prediction with 1.9M reactions from USPTO patents (1976-2016). Task: Predict the product of the given reaction. (1) Given the reactants [Br:1][C:2]1[CH:3]=[C:4]([OH:10])[C:5]([I:9])=[N:6][C:7]=1[Cl:8].O[CH2:12][C@@H:13]1[CH2:17][CH2:16][N:15]([C:18]([O:20][C:21]([CH3:24])([CH3:23])[CH3:22])=[O:19])[CH2:14]1.C1(P(C2C=CC=CC=2)C2C=CC=CC=2)C=CC=CC=1.N(C(OC(C)C)=O)=NC(OC(C)C)=O, predict the reaction product. The product is: [Br:1][C:2]1[CH:3]=[C:4]([O:10][CH2:12][C@@H:13]2[CH2:17][CH2:16][N:15]([C:18]([O:20][C:21]([CH3:22])([CH3:24])[CH3:23])=[O:19])[CH2:14]2)[C:5]([I:9])=[N:6][C:7]=1[Cl:8]. (2) Given the reactants S(=O)(=O)(O)O.[F:6][C:7]1[CH:12]=[C:11]([N+:13]([O-:15])=[O:14])[CH:10]=[CH:9][C:8]=1[C:16](C)([C:22](OCC)=O)[C:17]([O:19]CC)=[O:18], predict the reaction product. The product is: [F:6][C:7]1[CH:12]=[C:11]([N+:13]([O-:15])=[O:14])[CH:10]=[CH:9][C:8]=1[CH:16]([CH3:22])[C:17]([OH:19])=[O:18]. (3) The product is: [CH3:10][O:11][C:12]([C:14]1[N:15]=[N:16][N:17]([CH2:20][C:21]2[CH:22]=[C:23]([C:31]([F:34])([F:32])[F:33])[CH:24]=[C:25]([C:27]([F:29])([F:28])[F:30])[CH:26]=2)[C:18]=1[N:19]1[CH:3]=[CH:7][CH:6]=[CH:5]1)=[O:13]. Given the reactants CO[C:3]1O[C:5](OC)=[CH:6][CH:7]=1.[CH3:10][O:11][C:12]([C:14]1[N:15]=[N:16][N:17]([CH2:20][C:21]2[CH:26]=[C:25]([C:27]([F:30])([F:29])[F:28])[CH:24]=[C:23]([C:31]([F:34])([F:33])[F:32])[CH:22]=2)[C:18]=1[NH2:19])=[O:13], predict the reaction product.